This data is from Forward reaction prediction with 1.9M reactions from USPTO patents (1976-2016). The task is: Predict the product of the given reaction. Given the reactants [NH:1]([C:3]([C:5]1[C:9]([NH:10][C:11](=[O:13])[CH3:12])=[CH:8][N:7]([CH2:14][C:15]2[CH:20]=[CH:19][C:18]([O:21][CH3:22])=[CH:17][CH:16]=2)[N:6]=1)=O)[NH2:2].[C:23](#[N:30])[C:24]1[CH:29]=[CH:28][CH:27]=[CH:26][CH:25]=1, predict the reaction product. The product is: [CH3:22][O:21][C:18]1[CH:19]=[CH:20][C:15]([CH2:14][N:7]2[CH:8]=[C:9]([NH:10][C:11](=[O:13])[CH3:12])[C:5]([C:3]3[NH:1][N:2]=[C:23]([C:24]4[CH:29]=[CH:28][CH:27]=[CH:26][CH:25]=4)[N:30]=3)=[N:6]2)=[CH:16][CH:17]=1.